From a dataset of Reaction yield outcomes from USPTO patents with 853,638 reactions. Predict the reaction yield, written as a fraction of the theoretical maximum amount of product (1.0 means a 100% yield; for example, 0.34 means a 34% yield). The reactants are [NH:1]1[CH2:6][CH2:5][CH:4]([OH:7])[CH2:3][CH2:2]1.[C:8]([O:12][C:13](=O)[O:14]C(C)(C)C)([CH3:11])([CH3:10])[CH3:9]. The catalyst is O1CCCC1. The product is [C:8]([O:12][C:13]([N:1]1[CH2:6][CH2:5][CH:4]([OH:7])[CH2:3][CH2:2]1)=[O:14])([CH3:11])([CH3:10])[CH3:9]. The yield is 0.910.